Dataset: Forward reaction prediction with 1.9M reactions from USPTO patents (1976-2016). Task: Predict the product of the given reaction. (1) Given the reactants [C:1]([C:5]1[CH:6]=[C:7]([NH:23][S:24]([CH3:27])(=[O:26])=[O:25])[C:8]([O:21][CH3:22])=[C:9]([NH:11][C:12](=[O:20])OC2C=CC=CC=2)[CH:10]=1)([CH3:4])([CH3:3])[CH3:2].[NH2:28][C:29]1[C:38]2[C:33](=[CH:34][CH:35]=[CH:36][CH:37]=2)[C:32]([O:39][C:40]2[CH:45]=[CH:44][N:43]=[C:42]([NH:46][C:47]3[CH:48]=[C:49]([CH:62]=[C:63]([C:65]#[CH:66])[CH:64]=3)[C:50]([NH:52][C@H:53]([CH3:61])[CH2:54][N:55]3[CH2:60][CH2:59][O:58][CH2:57][CH2:56]3)=[O:51])[N:41]=2)=[CH:31][CH:30]=1.C(N(CC)CC)C, predict the reaction product. The product is: [C:1]([C:5]1[CH:6]=[C:7]([NH:23][S:24]([CH3:27])(=[O:26])=[O:25])[C:8]([O:21][CH3:22])=[C:9]([NH:11][C:12](=[O:20])[NH:28][C:29]2[C:38]3[C:33](=[CH:34][CH:35]=[CH:36][CH:37]=3)[C:32]([O:39][C:40]3[CH:45]=[CH:44][N:43]=[C:42]([NH:46][C:47]4[CH:48]=[C:49]([CH:62]=[C:63]([C:65]#[CH:66])[CH:64]=4)[C:50]([NH:52][C@H:53]([CH3:61])[CH2:54][N:55]4[CH2:56][CH2:57][O:58][CH2:59][CH2:60]4)=[O:51])[N:41]=3)=[CH:31][CH:30]=2)[CH:10]=1)([CH3:2])([CH3:4])[CH3:3]. (2) Given the reactants Cl.[C:2]([C:4]1[CH:5]=[C:6]([NH:10][C:11]2[C:20]3[C:15](=[CH:16][C:17]([O:24][C@H:25]4[CH2:29][CH2:28][O:27][CH2:26]4)=[C:18]([N+:21]([O-])=O)[CH:19]=3)[N:14]=[CH:13][N:12]=2)[CH:7]=[CH:8][CH:9]=1)#[CH:3].[OH-].[Na+], predict the reaction product. The product is: [C:2]([C:4]1[CH:5]=[C:6]([NH:10][C:11]2[C:20]3[C:15](=[CH:16][C:17]([O:24][C@H:25]4[CH2:29][CH2:28][O:27][CH2:26]4)=[C:18]([NH2:21])[CH:19]=3)[N:14]=[CH:13][N:12]=2)[CH:7]=[CH:8][CH:9]=1)#[CH:3]. (3) Given the reactants [C:1]([C:3]1[N:8]=[CH:7][C:6](N[C@@H]2CCCC[C@@H]2NC(=O)OC(C)(C)C)=[CH:5][C:4]=1[NH:24][C:25]1[CH:30]=[C:29]([C:31]2[C:32]([CH3:36])=[N:33][O:34][CH:35]=2)[CH:28]=[C:27]([CH3:37])[N:26]=1)#[N:2].C(O)(C(F)(F)F)=O, predict the reaction product. The product is: [CH3:37][C:27]1[N:26]=[C:25]([NH:24][C:4]2[C:3]([C:1]#[N:2])=[N:8][CH:7]=[CH:6][CH:5]=2)[CH:30]=[C:29]([C:31]2[C:32]([CH3:36])=[N:33][O:34][CH:35]=2)[CH:28]=1. (4) Given the reactants [CH3:1][C:2]1[C:10]2[C:5](=[CH:6][CH:7]=[C:8]([CH:11]=O)[CH:9]=2)[NH:4][N:3]=1.[NH2:13][C:14]([C:18]1[CH:23]=[CH:22][C:21]([Cl:24])=[C:20]([F:25])[CH:19]=1)=[CH:15][C:16]#[N:17].[C:33]([O:35][CH2:36][C:37](=O)[CH2:32][C:33]([O:35][CH2:36][CH3:37])=[O:34])(=[O:34])[CH3:32].Cl, predict the reaction product. The product is: [Cl:24][C:21]1[CH:22]=[CH:23][C:18]([C:14]2[NH:13][C:37]3[CH2:36][O:35][C:33](=[O:34])[C:32]=3[CH:11]([C:8]3[CH:9]=[C:10]4[C:5](=[CH:6][CH:7]=3)[NH:4][N:3]=[C:2]4[CH3:1])[C:15]=2[C:16]#[N:17])=[CH:19][C:20]=1[F:25].